Predict the reactants needed to synthesize the given product. From a dataset of Full USPTO retrosynthesis dataset with 1.9M reactions from patents (1976-2016). (1) Given the product [F:9][C:10]1[CH:11]=[C:12]([NH:13][C:6]([C:2]2[NH:1][CH:5]=[CH:4][CH:3]=2)=[O:7])[CH:14]=[CH:15][CH:16]=1, predict the reactants needed to synthesize it. The reactants are: [NH:1]1[CH:5]=[CH:4][CH:3]=[C:2]1[C:6](Cl)=[O:7].[F:9][C:10]1[CH:11]=[C:12]([CH:14]=[CH:15][CH:16]=1)[NH2:13].C(N(CC)CC)C. (2) Given the product [O:14]1[CH2:15][CH2:16][CH:11]([N:7]2[C:8]3[C:4](=[CH:3][C:2]([B:17]4[O:21][C:20]([CH3:23])([CH3:22])[C:19]([CH3:25])([CH3:24])[O:18]4)=[CH:10][CH:9]=3)[CH:5]=[CH:6]2)[CH2:12][CH2:13]1, predict the reactants needed to synthesize it. The reactants are: Br[C:2]1[CH:3]=[C:4]2[C:8](=[CH:9][CH:10]=1)[N:7]([CH:11]1[CH2:16][CH2:15][O:14][CH2:13][CH2:12]1)[CH:6]=[CH:5]2.[B:17]1([B:17]2[O:21][C:20]([CH3:23])([CH3:22])[C:19]([CH3:25])([CH3:24])[O:18]2)[O:21][C:20]([CH3:23])([CH3:22])[C:19]([CH3:25])([CH3:24])[O:18]1.C([O-])(=O)C.[K+].C(Cl)Cl. (3) Given the product [CH3:1][O:2][C:3]([C:5]1[CH:6]=[N:7][N:8]2[CH:13]=[C:12]([O:14][C:28]3[CH:27]=[C:26]([Cl:31])[N:25]=[C:24]([NH2:23])[N:29]=3)[CH:11]=[CH:10][C:9]=12)=[O:4], predict the reactants needed to synthesize it. The reactants are: [CH3:1][O:2][C:3]([C:5]1[CH:6]=[N:7][N:8]2[CH:13]=[C:12]([OH:14])[CH:11]=[CH:10][C:9]=12)=[O:4].[O-]P([O-])([O-])=O.[K+].[K+].[K+].[NH2:23][C:24]1[N:29]=[C:28](Cl)[CH:27]=[C:26]([Cl:31])[N:25]=1.CCOC(C)=O. (4) Given the product [C:11]1([S:17]([C:20]([CH3:32])([CH3:31])[CH2:21][CH2:22][CH2:23][N:24]2[CH2:29][CH2:28][CH2:27][C:26](=[O:30])[CH2:25]2)(=[O:18])=[O:19])[CH:12]=[CH:13][CH:14]=[CH:15][CH:16]=1, predict the reactants needed to synthesize it. The reactants are: CS(C)=O.C(Cl)(=O)C(Cl)=O.[C:11]1([S:17]([C:20]([CH3:32])([CH3:31])[CH2:21][CH2:22][CH2:23][N:24]2[CH2:29][CH2:28][CH2:27][CH:26]([OH:30])[CH2:25]2)(=[O:19])=[O:18])[CH:16]=[CH:15][CH:14]=[CH:13][CH:12]=1.C(N(CC)CC)C. (5) Given the product [F:34][C:32]1[CH:33]=[CH:28][C:29]2[C:35]3[C:36]([CH:41]([CH3:42])[N:7]([C:5]([C:4]4[CH:8]=[CH:9][C:10]([OH:12])=[CH:11][C:3]=4[OH:2])=[O:6])[C:30]=2[CH:31]=1)=[CH:37][CH:38]=[CH:39][CH:40]=3, predict the reactants needed to synthesize it. The reactants are: C[O:2][C:3]1[CH:11]=[C:10]([O:12]C)[CH:9]=[CH:8][C:4]=1[C:5]([NH2:7])=[O:6].COC1C=C(OC)C=CC=1C(Cl)=O.F[C:28]1[CH:33]=[C:32]([F:34])[CH:31]=[CH:30][C:29]=1[C:35]1[CH:40]=[CH:39][CH:38]=[CH:37][C:36]=1[CH:41](N)[CH3:42].C(N(CC)CC)C. (6) Given the product [F:1][C:2]1[CH:3]=[C:4]2[C:8](=[C:9]([CH2:11][S:12]([CH3:13])=[O:49])[CH:10]=1)[NH:7][CH:6]=[C:5]2[CH:14]([C:22]1[CH:27]=[CH:26][C:25]([F:28])=[CH:24][C:23]=1[CH3:29])[C:15]1[CH:16]=[CH:17][C:18]([F:21])=[CH:19][CH:20]=1, predict the reactants needed to synthesize it. The reactants are: [F:1][C:2]1[CH:3]=[C:4]2[C:8](=[C:9]([CH2:11][S:12][CH3:13])[CH:10]=1)[NH:7][CH:6]=[C:5]2[CH:14]([C:22]1[CH:27]=[CH:26][C:25]([F:28])=[CH:24][C:23]=1[CH3:29])[C:15]1[CH:20]=[CH:19][C:18]([F:21])=[CH:17][CH:16]=1.ClC1C=CC(C(C2C=CC(Cl)=CC=2)C2C3C(=C(CS(C)=[O:49])C=CC=3)NC=2)=CC=1.